From a dataset of hERG Central: cardiac toxicity at 1µM, 10µM, and general inhibition. Predict hERG channel inhibition at various concentrations. (1) Results: hERG_inhib (hERG inhibition (general)): blocker. The molecule is CC1CCCC(C)N1CCCNC(=O)c1cc2c(s1)-c1ccccc1OC2. (2) The compound is COc1ccc(S(=O)(=O)N(C)C)cc1NC(=O)COC(=O)CC1CCCC1. Results: hERG_inhib (hERG inhibition (general)): blocker.